Dataset: Catalyst prediction with 721,799 reactions and 888 catalyst types from USPTO. Task: Predict which catalyst facilitates the given reaction. (1) Reactant: [O:1]1[CH2:6][CH2:5][NH:4][C:3]2[CH:7]=[CH:8][CH:9]=[CH:10][C:2]1=2.[H-].[Na+].IC.[CH3:15]COC(C)=O. Product: [CH3:15][N:4]1[CH2:5][CH2:6][O:1][C:2]2[CH:10]=[CH:9][CH:8]=[CH:7][C:3]1=2. The catalyst class is: 1. (2) Reactant: S=C1N([C:7]([O:9][CH2:10][C:11]2[CH:16]=[CH:15][C:14]([O:17][C:18](=[O:20])[CH3:19])=[C:13]([O:21][CH3:22])[CH:12]=2)=[O:8])CCS1.[CH2:23]([NH:27][CH2:28][CH2:29][CH2:30][CH3:31])[CH2:24][CH2:25][CH3:26].C(N(CC)CC)C.C(N(C(C)C)CC)(C)C.[Cl:48][CH2:49][Cl:50]. Product: [Cl:48][CH2:49][Cl:50].[CH:18]([O:17][CH:14]([CH3:13])[CH3:15])([CH3:19])[CH3:23].[C:18]([O:17][C:14]1[CH:15]=[CH:16][C:11]([CH2:10][O:9][C:7](=[O:8])[N:27]([CH2:28][CH2:29][CH2:30][CH3:31])[CH2:23][CH2:24][CH2:25][CH3:26])=[CH:12][C:13]=1[O:21][CH3:22])(=[O:20])[CH3:19]. The catalyst class is: 1. (3) The catalyst class is: 7. Reactant: [C:1]1([CH3:29])[C:2]([NH:7][C:8]2[C:9]([C:22]3[CH:27]=[CH:26][C:25]([F:28])=[CH:24][CH:23]=3)=[N:10][C:11]3[C:16]([N:17]=2)=[CH:15][C:14]([C:18]([O:20]C)=[O:19])=[CH:13][CH:12]=3)=[CH:3][CH:4]=[CH:5][CH:6]=1.[H-].[Na+].[CH3:32]I. Product: [F:28][C:25]1[CH:24]=[CH:23][C:22]([C:9]2[C:8]([N:7]([CH3:32])[C:2]3[CH:3]=[CH:4][CH:5]=[CH:6][C:1]=3[CH3:29])=[N:17][C:16]3[C:11](=[CH:12][CH:13]=[C:14]([C:18]([OH:20])=[O:19])[CH:15]=3)[N:10]=2)=[CH:27][CH:26]=1. (4) Reactant: [CH2:1]([N:8]1[CH2:12][C@@H:11]([OH:13])[C@H:10]([OH:14])[CH2:9]1)[C:2]1[CH:7]=[CH:6][CH:5]=[CH:4][CH:3]=1.N1C=CC=CC=1.[O:21](S(C(F)(F)F)(=O)=O)[S:22]([C:25]([F:28])([F:27])[F:26])(=O)=[O:23]. Product: [F:26][C:25]([F:28])([F:27])[S:22]([O:14][CH:10]1[CH:11]([O:13][S:22]([C:25]([F:26])([F:27])[F:28])(=[O:21])=[O:23])[CH2:12][N:8]([CH2:1][C:2]2[CH:3]=[CH:4][CH:5]=[CH:6][CH:7]=2)[CH2:9]1)(=[O:23])=[O:21]. The catalyst class is: 2. (5) The catalyst class is: 21. Product: [Br:1][C:2]1[CH:10]=[CH:9][CH:8]=[C:7]2[C:3]=1[C:4]1([C:15]3=[N:16][C:17]([O:20][CH3:21])=[CH:18][CH:19]=[C:14]3[O:13][CH2:12]1)[C:5](=[O:11])[N:6]2[CH2:32][C:28]1[S:27][C:26]([CH:29]([CH3:30])[CH3:31])=[N:25][CH:24]=1. Reactant: [Br:1][C:2]1[CH:10]=[CH:9][CH:8]=[C:7]2[C:3]=1[C:4]1([C:15]3=[N:16][C:17]([O:20][CH3:21])=[CH:18][CH:19]=[C:14]3[O:13][CH2:12]1)[C:5](=[O:11])[NH:6]2.ClC[C:24]1[N:25]=[C:26]([CH:29]([CH3:31])[CH3:30])[S:27][CH:28]=1.[C:32](=O)([O-])[O-].[Cs+].[Cs+]. (6) Reactant: C([Li])C[CH2:3][CH3:4].[CH2:6]([C@H:13]1[CH2:17][O:16][C:15](=[O:18])[NH:14]1)[C:7]1[CH:12]=[CH:11][CH:10]=[CH:9][CH:8]=1.C(Br)(=[O:21])C.[CH3:23][C:24]([CH3:31])([C:27](=[O:30])[CH2:28][CH3:29])[CH:25]=[O:26].[Li+].[I-].[Na+].[Cl-]. Product: [CH3:23][C:24]([CH3:31])([C:25](=[O:26])[CH2:3][CH3:4])[C@@H:27]([OH:30])[CH2:28][C:29]([N:14]1[C@@H:13]([CH2:6][C:7]2[CH:8]=[CH:9][CH:10]=[CH:11][CH:12]=2)[CH2:17][O:16][C:15]1=[O:18])=[O:21]. The catalyst class is: 7. (7) Reactant: Cl[CH2:2][CH2:3][CH2:4][CH2:5][N:6]1[C:10]2[CH:11]=[CH:12][CH:13]=[CH:14][C:9]=2[N:8]=[N:7]1.[CH:15]1([CH:21]2[CH2:26][CH2:25][NH:24][CH2:23][CH2:22]2)[CH2:20][CH2:19][CH2:18][CH2:17][CH2:16]1.C(N(C(C)C)CC)(C)C.[I-].[K+]. Product: [N:6]1([CH2:5][CH2:4][CH2:3][CH2:2][N:24]2[CH2:25][CH2:26][CH:21]([CH:15]3[CH2:20][CH2:19][CH2:18][CH2:17][CH2:16]3)[CH2:22][CH2:23]2)[C:10]2[CH:11]=[CH:12][CH:13]=[CH:14][C:9]=2[N:8]=[N:7]1. The catalyst class is: 10. (8) Reactant: ClC1C=C(C=CC=1)C(O[C@@H:8]1[C@@H:11]([CH2:12][C:13]2[CH:18]=[CH:17][N:16]=[C:15]([N:19]([C:27]([O:29][C:30]([CH3:33])([CH3:32])[CH3:31])=[O:28])[C:20]([O:22][C:23]([CH3:26])([CH3:25])[CH3:24])=[O:21])[CH:14]=2)[C:10](=[O:34])[NH:9]1)=O.[OH:38][C:39]1[CH:54]=[CH:53][C:42]([C:43]([O:45][CH2:46][C:47]2[CH:52]=[CH:51][CH:50]=[CH:49][CH:48]=2)=[O:44])=[CH:41][CH:40]=1.C(=O)([O-])[O-].[Cs+].[Cs+]. Product: [C:30]([O:29][C:27]([N:19]([C:20]([O:22][C:23]([CH3:26])([CH3:24])[CH3:25])=[O:21])[C:15]1[CH:14]=[C:13]([CH2:12][C@H:11]2[C:10](=[O:34])[NH:9][C@@H:8]2[O:38][C:39]2[CH:54]=[CH:53][C:42]([C:43]([O:45][CH2:46][C:47]3[CH:52]=[CH:51][CH:50]=[CH:49][CH:48]=3)=[O:44])=[CH:41][CH:40]=2)[CH:18]=[CH:17][N:16]=1)=[O:28])([CH3:31])([CH3:33])[CH3:32]. The catalyst class is: 47. (9) Reactant: [Cl:1][C:2]1[CH:10]=[C:9]([CH:11]([O:16][CH2:17][C:18]2([C:31]3[CH:36]=[CH:35][C:34]([F:37])=[CH:33][CH:32]=3)[CH2:23][CH2:22][N:21]([C:24]([O:26][C:27]([CH3:30])([CH3:29])[CH3:28])=[O:25])[CH2:20][CH2:19]2)[C:12](OC)=[O:13])[C:8]2[C:4](=[CH:5][N:6]([CH2:38][O:39][CH2:40][CH2:41][Si:42]([CH3:45])([CH3:44])[CH3:43])[N:7]=2)[CH:3]=1.[BH4-].[Li+]. Product: [Cl:1][C:2]1[CH:10]=[C:9]([CH:11]([O:16][CH2:17][C:18]2([C:31]3[CH:36]=[CH:35][C:34]([F:37])=[CH:33][CH:32]=3)[CH2:23][CH2:22][N:21]([C:24]([O:26][C:27]([CH3:30])([CH3:29])[CH3:28])=[O:25])[CH2:20][CH2:19]2)[CH2:12][OH:13])[C:8]2[C:4](=[CH:5][N:6]([CH2:38][O:39][CH2:40][CH2:41][Si:42]([CH3:45])([CH3:43])[CH3:44])[N:7]=2)[CH:3]=1. The catalyst class is: 83. (10) Reactant: [OH:1][C@H:2]1[CH2:7][CH2:6][CH2:5][N:4]([C:8]([O:10][C:11]([CH3:14])([CH3:13])[CH3:12])=[O:9])[CH2:3]1.[H-].[Na+].Br(O)(=O)=O.Br[CH2:22][CH2:23][NH2:24].O. Product: [NH2:24][CH2:23][CH2:22][O:1][C@H:2]1[CH2:7][CH2:6][CH2:5][N:4]([C:8]([O:10][C:11]([CH3:14])([CH3:13])[CH3:12])=[O:9])[CH2:3]1. The catalyst class is: 1.